From a dataset of Reaction yield outcomes from USPTO patents with 853,638 reactions. Predict the reaction yield, written as a fraction of the theoretical maximum amount of product (1.0 means a 100% yield; for example, 0.34 means a 34% yield). The product is [Cl:1][C:2]1[CH:3]=[CH:4][C:5]([CH2:6][CH2:7][NH:8][C:9]([C:11]2[CH:12]=[CH:13][C:14]([O:15][C:16]3[CH:25]=[C:24]4[C:19]([CH:20]([C:26]([OH:28])=[O:27])[CH2:21][CH2:22][O:23]4)=[CH:18][C:17]=3[C:30]#[N:31])=[CH:32][CH:33]=2)=[O:10])=[CH:34][CH:35]=1. The yield is 0.216. The catalyst is C1COCC1.C(OCC)(=O)C.Cl. The reactants are [Cl:1][C:2]1[CH:35]=[CH:34][C:5]([CH2:6][CH2:7][NH:8][C:9]([C:11]2[CH:33]=[CH:32][C:14]([O:15][C:16]3[CH:25]=[C:24]4[C:19]([CH:20]([C:26]([O:28]C)=[O:27])[CH2:21][CH2:22][O:23]4)=[CH:18][C:17]=3[C:30]#[N:31])=[CH:13][CH:12]=2)=[O:10])=[CH:4][CH:3]=1.[OH-].[Na+].O.CO.